Dataset: Peptide-MHC class II binding affinity with 134,281 pairs from IEDB. Task: Regression. Given a peptide amino acid sequence and an MHC pseudo amino acid sequence, predict their binding affinity value. This is MHC class II binding data. (1) The peptide sequence is PVSPGEMRLRDDQRK. The MHC is HLA-DQA10201-DQB10301 with pseudo-sequence HLA-DQA10201-DQB10301. The binding affinity (normalized) is 0. (2) The peptide sequence is AYGRGIRYDERPEQL. The MHC is HLA-DQA10301-DQB10302 with pseudo-sequence HLA-DQA10301-DQB10302. The binding affinity (normalized) is 0.290. (3) The peptide sequence is PQHMLMRVAVGIHQW. The MHC is HLA-DPA10201-DPB10101 with pseudo-sequence HLA-DPA10201-DPB10101. The binding affinity (normalized) is 0.257. (4) The peptide sequence is YPEDPVKLASIVKAS. The MHC is DRB1_0404 with pseudo-sequence DRB1_0404. The binding affinity (normalized) is 0.622.